Dataset: Full USPTO retrosynthesis dataset with 1.9M reactions from patents (1976-2016). Task: Predict the reactants needed to synthesize the given product. (1) Given the product [F:21][C:17]1[CH:16]=[C:15]([C:11]2([OH:14])[CH2:12][CH2:13][NH:8][CH2:9][CH2:10]2)[CH:20]=[CH:19][CH:18]=1, predict the reactants needed to synthesize it. The reactants are: C([N:8]1[CH2:13][CH2:12][C:11]([C:15]2[CH:20]=[CH:19][CH:18]=[C:17]([F:21])[CH:16]=2)([OH:14])[CH2:10][CH2:9]1)C1C=CC=CC=1. (2) Given the product [CH2:24]([N:31]1[CH2:36][CH2:35][N:34]([CH2:39][CH2:21][CH2:20][CH2:19][C:17]2[O:16][N:15]=[C:14]([C:10]3[CH:11]=[CH:12][CH:13]=[C:8]([O:1][C:2]4[CH:3]=[CH:4][CH:5]=[CH:6][CH:7]=4)[CH:9]=3)[CH:18]=2)[CH2:33][CH2:32]1)[C:25]1[CH:26]=[CH:27][CH:28]=[CH:29][CH:30]=1, predict the reactants needed to synthesize it. The reactants are: [O:1]([C:8]1[CH:9]=[C:10]([C:14]2[CH:18]=[C:17]([CH:19](C)[CH2:20][CH:21]=O)[O:16][N:15]=2)[CH:11]=[CH:12][CH:13]=1)[C:2]1[CH:7]=[CH:6][CH:5]=[CH:4][CH:3]=1.[CH2:24]([N:31]1[CH2:36][CH2:35][NH:34][CH2:33][CH2:32]1)[C:25]1[CH:30]=[CH:29][CH:28]=[CH:27][CH:26]=1.[BH-](OC(C)=O)(OC(C)=O)O[C:39](C)=O.[Na+].C(O)(=O)C. (3) Given the product [CH3:1][N:2]1[CH2:15][CH2:14][C:5]2[N:6]([CH2:27][CH2:26][C:23]3[CH:24]=[CH:25][C:20]([NH:19][CH:16]([CH3:17])[CH3:18])=[N:21][CH:22]=3)[C:7]3[CH:8]=[CH:9][C:10]([CH3:13])=[CH:11][C:12]=3[C:4]=2[CH2:3]1, predict the reactants needed to synthesize it. The reactants are: [CH3:1][N:2]1[CH2:15][CH2:14][C:5]2[NH:6][C:7]3[CH:8]=[CH:9][C:10]([CH3:13])=[CH:11][C:12]=3[C:4]=2[CH2:3]1.[CH:16]([NH:19][C:20]1[CH:25]=[CH:24][C:23]([CH:26]=[CH2:27])=[CH:22][N:21]=1)([CH3:18])[CH3:17].[OH-].[K+]. (4) Given the product [C:1]([O:5][C:6]([N:8]1[CH2:13][CH2:12][CH2:11][C:10]([CH2:17][CH:18]=[CH2:19])([NH:22][C:25]([O:51][CH2:44][C:45]2[CH:50]=[CH:49][CH:48]=[CH:47][CH:46]=2)=[O:34])[CH2:9]1)=[O:7])([CH3:2])([CH3:3])[CH3:4], predict the reactants needed to synthesize it. The reactants are: [C:1]([O:5][C:6]([N:8]1[CH2:13][CH2:12][CH2:11][C:10]([CH2:17][CH:18]=[CH2:19])(C(O)=O)[CH2:9]1)=[O:7])([CH3:4])([CH3:3])[CH3:2].C([N:22]([CH2:25]C)CC)C.C1(P(N=[N+]=[N-])(C2C=CC=CC=2)=[O:34])C=CC=CC=1.[CH2:44]([OH:51])[C:45]1[CH:50]=[CH:49][CH:48]=[CH:47][CH:46]=1. (5) The reactants are: COC1C=C(OC)C=CC=1C[N:6]([C:32]1[S:36][N:35]=[CH:34][N:33]=1)[S:7]([C:10]1[CH:15]=[C:14]([F:16])[C:13]([O:17][C@H:18]2[CH2:24][CH2:23][CH2:22][CH2:21][CH2:20][C@@H:19]2[C:25]2[N:29]([CH3:30])[N:28]=[CH:27][CH:26]=2)=[CH:12][C:11]=1[F:31])(=[O:9])=[O:8].C([SiH](CC)CC)C.FC(F)(F)C(O)=O. Given the product [F:31][C:11]1[CH:12]=[C:13]([O:17][C@H:18]2[CH2:24][CH2:23][CH2:22][CH2:21][CH2:20][C@@H:19]2[C:25]2[N:29]([CH3:30])[N:28]=[CH:27][CH:26]=2)[C:14]([F:16])=[CH:15][C:10]=1[S:7]([NH:6][C:32]1[S:36][N:35]=[CH:34][N:33]=1)(=[O:8])=[O:9], predict the reactants needed to synthesize it.